From a dataset of Forward reaction prediction with 1.9M reactions from USPTO patents (1976-2016). Predict the product of the given reaction. Given the reactants [CH3:1][C:2]1[S:3][C:4]([CH:8]=O)=[C:5]([CH3:7])[N:6]=1.[CH3:10][O:11][CH2:12][CH2:13][NH2:14].[C:15]1(=[O:26])[O:21][C:19](=O)[C:18]2=[CH:22][CH:23]=[CH:24][CH:25]=[C:17]2[CH2:16]1.[CH3:27][O:28][C:29]1[CH:30]=[C:31]([CH:33]=[CH:34][CH:35]=1)[NH2:32], predict the reaction product. The product is: [CH3:1][C:2]1[S:3][C:4]([CH:8]2[CH:16]([C:15]([NH:32][C:31]3[CH:33]=[CH:34][CH:35]=[C:29]([O:28][CH3:27])[CH:30]=3)=[O:26])[C:17]3[C:18](=[CH:22][CH:23]=[CH:24][CH:25]=3)[C:19](=[O:21])[N:14]2[CH2:13][CH2:12][O:11][CH3:10])=[C:5]([CH3:7])[N:6]=1.